From a dataset of Full USPTO retrosynthesis dataset with 1.9M reactions from patents (1976-2016). Predict the reactants needed to synthesize the given product. (1) Given the product [NH:32]1[C:36]2=[N:37][CH:38]=[CH:39][C:40]([C:41]3[CH:42]=[N:43][N:44]([CH:46]([CH2:1][CH3:2])[C:47]#[N:48])[CH:45]=3)=[C:35]2[CH:34]=[N:33]1, predict the reactants needed to synthesize it. The reactants are: [CH:1](NC(C)C)(C)[CH3:2].C([Li])CCC.C([N:32]1[C:36]2=[N:37][CH:38]=[CH:39][C:40]([C:41]3[CH:42]=[N:43][N:44]([CH2:46][C:47]#[N:48])[CH:45]=3)=[C:35]2[CH:34]=[N:33]1)(C1C=CC=CC=1)(C1C=CC=CC=1)C1C=CC=CC=1.ICC. (2) Given the product [Cl:1][C:2]1[CH:3]=[C:4]([C:8]2[C:9]([NH2:14])=[CH:10][N:11]([CH3:12])[N:27]=2)[CH:5]=[CH:6][CH:7]=1, predict the reactants needed to synthesize it. The reactants are: [Cl:1][C:2]1[CH:3]=[C:4]([C:8](=O)[C:9]([N:14]2C(=O)C3C(=CC=CC=3)C2=O)=[CH:10][N:11](C)[CH3:12])[CH:5]=[CH:6][CH:7]=1.C[NH:27]N. (3) Given the product [F:13][CH:2]([F:1])[O:3][C:4]1[C:5]([NH2:10])=[N:6][CH:7]=[CH:8][CH:9]=1, predict the reactants needed to synthesize it. The reactants are: [F:1][CH:2]([F:13])[O:3][C:4]1[C:5]([N+:10]([O-])=O)=[N:6][CH:7]=[CH:8][CH:9]=1. (4) Given the product [CH3:41][O:40][C:35]1[C:34]([N:33]2[C:24]3[C:23]4[CH:22]=[C:21]([C:9]5[CH:10]=[C:5]6[CH:4]=[CH:3][N:2]([CH3:1])[C:6]6=[N:7][CH:8]=5)[CH:30]=[CH:29][C:28]=4[N:27]=[CH:26][C:25]=3[N:31]([CH3:43])[C:32]2=[O:42])=[CH:39][CH:38]=[CH:37][N:36]=1, predict the reactants needed to synthesize it. The reactants are: [CH3:1][N:2]1[C:6]2=[N:7][CH:8]=[C:9](B3OC(C)(C)C(C)(C)O3)[CH:10]=[C:5]2[CH:4]=[CH:3]1.Br[C:21]1[CH:30]=[CH:29][C:28]2[N:27]=[CH:26][C:25]3[N:31]([CH3:43])[C:32](=[O:42])[N:33]([C:34]4[C:35]([O:40][CH3:41])=[N:36][CH:37]=[CH:38][CH:39]=4)[C:24]=3[C:23]=2[CH:22]=1. (5) Given the product [CH3:21][N:18]1[CH2:19][CH2:20][C:8]2[N:7]([C:3]3[CH2:4][CH2:5][CH2:6][C:2]=3[C:27]3[N:23]([CH3:22])[N:24]=[CH:25][CH:26]=3)[C:15]3[CH:14]=[CH:13][C:12]([CH3:16])=[CH:11][C:10]=3[C:9]=2[CH2:17]1, predict the reactants needed to synthesize it. The reactants are: Br[C:2]1[CH2:6][CH2:5][CH2:4][C:3]=1[N:7]1[C:15]2[CH:14]=[CH:13][C:12]([CH3:16])=[CH:11][C:10]=2[C:9]2[CH2:17][N:18]([CH3:21])[CH2:19][CH2:20][C:8]1=2.[CH3:22][N:23]1[C:27](B2OC(C)(C)C(C)(C)O2)=[CH:26][CH:25]=[N:24]1.C(=O)([O-])[O-].[K+].[K+]. (6) Given the product [N+:19]([C:10]1[CH:9]=[CH:8][C:7]2[NH:1][C:2](=[O:12])[NH:3][CH2:4][CH2:5][C:6]=2[CH:11]=1)([O-:20])=[O:18], predict the reactants needed to synthesize it. The reactants are: [NH:1]1[C:7]2[CH:8]=[CH:9][CH:10]=[CH:11][C:6]=2[CH2:5][CH2:4][NH:3][C:2]1=[O:12].F[B-](F)(F)F.[O:18]=[N+:19]=[O:20].